Dataset: Reaction yield outcomes from USPTO patents with 853,638 reactions. Task: Predict the reaction yield, written as a fraction of the theoretical maximum amount of product (1.0 means a 100% yield; for example, 0.34 means a 34% yield). (1) The reactants are Br[C:2]1[CH:3]=[C:4]([Cl:20])[C:5]([CH2:8][N:9]2[C:17](=[O:18])[C:16]3[C:11](=[CH:12][CH:13]=[CH:14][CH:15]=3)[C:10]2=[O:19])=[N:6][CH:7]=1.C([O-])([O-])=O.[K+].[K+].[C:27]1(C)C=CC=C[CH:28]=1. The catalyst is C1C=CC([P]([Pd]([P](C2C=CC=CC=2)(C2C=CC=CC=2)C2C=CC=CC=2)([P](C2C=CC=CC=2)(C2C=CC=CC=2)C2C=CC=CC=2)[P](C2C=CC=CC=2)(C2C=CC=CC=2)C2C=CC=CC=2)(C2C=CC=CC=2)C2C=CC=CC=2)=CC=1. The product is [Cl:20][C:4]1[C:5]([CH2:8][N:9]2[C:17](=[O:18])[C:16]3[C:11](=[CH:12][CH:13]=[CH:14][CH:15]=3)[C:10]2=[O:19])=[N:6][CH:7]=[C:2]([CH:27]=[CH2:28])[CH:3]=1. The yield is 0.650. (2) The reactants are [NH2:1][C:2]([C:4]1[S:8][C:7]([N:9]2[C:13]3[CH:14]=[C:15]([O:18][CH2:19][CH:20]4[CH2:25][CH2:24][N:23](C(OC(C)(C)C)=O)[CH2:22][CH2:21]4)[CH:16]=[CH:17][C:12]=3[N:11]=[CH:10]2)=[CH:6][C:5]=1[O:33][CH2:34][C:35]1[CH:40]=[CH:39][CH:38]=[CH:37][C:36]=1[C:41]([F:44])([F:43])[F:42])=[O:3].Cl. The catalyst is CO. The product is [NH:23]1[CH2:22][CH2:21][CH:20]([CH2:19][O:18][C:15]2[CH:16]=[CH:17][C:12]3[N:11]=[CH:10][N:9]([C:7]4[S:8][C:4]([C:2]([NH2:1])=[O:3])=[C:5]([O:33][CH2:34][C:35]5[CH:40]=[CH:39][CH:38]=[CH:37][C:36]=5[C:41]([F:42])([F:44])[F:43])[CH:6]=4)[C:13]=3[CH:14]=2)[CH2:25][CH2:24]1. The yield is 0.870. (3) The reactants are [CH3:1][O:2][C:3]1([C:6]2[CH:11]=[CH:10][C:9]([C:12]#[C:13][C:14]3[CH:24]=[CH:23][C:17]([C:18]([O:20]CC)=[O:19])=[CH:16][CH:15]=3)=[CH:8][CH:7]=2)[CH2:5][CH2:4]1.[OH-].[Na+]. The catalyst is C(O)C.O1CCCC1. The product is [CH3:1][O:2][C:3]1([C:6]2[CH:7]=[CH:8][C:9]([C:12]#[C:13][C:14]3[CH:15]=[CH:16][C:17]([C:18]([OH:20])=[O:19])=[CH:23][CH:24]=3)=[CH:10][CH:11]=2)[CH2:5][CH2:4]1. The yield is 0.860. (4) The reactants are [Br:1][C:2]1[CH:7]=[C:6]([CH2:8]Br)[CH:5]=[CH:4][C:3]=1[O:10][C:11]1[CH:16]=[CH:15][C:14]([F:17])=[CH:13][C:12]=1[F:18].[CH3:19][S-:20].[Na+]. The catalyst is CN(C)C=O. The product is [Br:1][C:2]1[CH:7]=[C:6]([CH:5]=[CH:4][C:3]=1[O:10][C:11]1[CH:16]=[CH:15][C:14]([F:17])=[CH:13][C:12]=1[F:18])[CH2:8][S:20][CH3:19]. The yield is 1.00.